From a dataset of Experimentally validated miRNA-target interactions with 360,000+ pairs, plus equal number of negative samples. Binary Classification. Given a miRNA mature sequence and a target amino acid sequence, predict their likelihood of interaction. The miRNA is hsa-miR-6837-3p with sequence CCUUCACUGUGACUCUGCUGCAG. The protein sequence of the target gene is MSVKEAGSSGRREQAAYHLHIYPQLSTTESQASCRVTATKDSTTSDVIKDAIASLRLDGTKCYVLVEVKESGGEEWVLDANDSPVHRVLLWPRRAQDEHPQEDGYYFLLQERNADGTIKYVHMQLVAQATATRRLVERGLLPRQQADFDDLCNLPELTEGNLLKNLKHRFLQQKIYTYAGSILVAINPFKFLPIYNPKYVKMYENQQLGKLEPHVFALADVAYYTMLRKRVNQCIVISGESGSGKTQSTNFLIHCLTALSQKGYASGVERTILGAGPVLEAFGNAKTAHNNNSSRFGKFI.... Result: 1 (interaction).